This data is from Full USPTO retrosynthesis dataset with 1.9M reactions from patents (1976-2016). The task is: Predict the reactants needed to synthesize the given product. (1) The reactants are: [Br:1][C:2]1[CH:3]=[N:4][CH:5]=[C:6]([Br:8])[CH:7]=1.[Li+].CC([N-]C(C)C)C.[C:17](Cl)(=[O:21])[O:18][CH2:19][CH3:20]. Given the product [Br:8][C:6]1[CH:5]=[N:4][CH:3]=[C:2]([Br:1])[C:7]=1[C:17]([O:18][CH2:19][CH3:20])=[O:21], predict the reactants needed to synthesize it. (2) Given the product [Br:1][C:2]1[CH:3]=[CH:4][C:5]2[C:6]3[N:14]([NH:15][CH:16]([CH3:17])[CH3:18])[C:13]([CH2:19][CH2:20][CH3:21])=[N:12][C:7]=3[C:8]([NH2:34])=[N:9][C:10]=2[CH:11]=1, predict the reactants needed to synthesize it. The reactants are: [Br:1][C:2]1[CH:3]=[CH:4][C:5]2[C:6]3[N:14]([NH:15][CH:16]([CH3:18])[CH3:17])[C:13]([CH2:19][CH2:20][CH3:21])=[N:12][C:7]=3[CH:8]=[N:9][C:10]=2[CH:11]=1.C1C=C(Cl)C=C(C(OO)=O)C=1.[OH-].[NH4+:34].C1(C)C=CC(S(Cl)(=O)=O)=CC=1. (3) The reactants are: C([C@@H]1N(C(=O)C2C=CC(OC3C=CC=CC=3)=CC=2)C[C@H](CC(C)C)NC1=O)C(C)C.[CH2:31]([C@@H:35]1[NH:40][CH2:39][C@H:38]([C:41]2[CH:46]=[CH:45][CH:44]=[CH:43][CH:42]=2)[NH:37][C:36]1=[O:47])[CH:32]([CH3:34])[CH3:33].[F:48][C:49]1[CH:54]=[CH:53][C:52]([C:55]2[O:59][N:58]=[C:57]([C:60](O)=[O:61])[N:56]=2)=[CH:51][CH:50]=1. Given the product [F:48][C:49]1[CH:50]=[CH:51][C:52]([C:55]2[O:59][N:58]=[C:57]([C:60]([N:40]3[CH2:39][C@H:38]([C:41]4[CH:42]=[CH:43][CH:44]=[CH:45][CH:46]=4)[NH:37][C:36](=[O:47])[C@@H:35]3[CH2:31][CH:32]([CH3:34])[CH3:33])=[O:61])[N:56]=2)=[CH:53][CH:54]=1, predict the reactants needed to synthesize it. (4) Given the product [OH:10][N:9]=[C:6]([Cl:8])[CH:3]1[CH2:4][CH2:5][O:1][CH2:2]1, predict the reactants needed to synthesize it. The reactants are: [O:1]1[CH2:5][CH2:4][CH:3]([CH:6]=O)[CH2:2]1.[ClH:8].[NH2:9][OH:10]. (5) Given the product [F:14][C:13]([F:16])([F:15])[C:12]([NH:11][CH2:10][CH2:9][CH:8]([OH:18])[C:4]1[CH:5]=[CH:6][CH:7]=[C:2]([C:24]#[C:23][CH2:22][CH2:21][O:20][CH3:19])[CH:3]=1)=[O:17], predict the reactants needed to synthesize it. The reactants are: Br[C:2]1[CH:3]=[C:4]([CH:8]([OH:18])[CH2:9][CH2:10][NH:11][C:12](=[O:17])[C:13]([F:16])([F:15])[F:14])[CH:5]=[CH:6][CH:7]=1.[CH3:19][O:20][CH2:21][CH2:22][C:23]#[CH:24]. (6) Given the product [CH3:1][S:2][C:3]1[CH:24]=[CH:23][CH:22]=[CH:21][C:4]=1[CH2:5][NH:6][C:7]([C:9]1[C:18]([OH:19])=[C:17]2[C:12]([CH:13]=[CH:14][CH:15]=[N:16]2)=[C:11]([S:31][C:25]2[CH:30]=[CH:29][CH:28]=[CH:27][CH:26]=2)[N:10]=1)=[O:8], predict the reactants needed to synthesize it. The reactants are: [CH3:1][S:2][C:3]1[CH:24]=[CH:23][CH:22]=[CH:21][C:4]=1[CH2:5][NH:6][C:7]([C:9]1[C:18]([OH:19])=[C:17]2[C:12]([CH:13]=[CH:14][CH:15]=[N:16]2)=[C:11](Br)[N:10]=1)=[O:8].[C:25]1([SH:31])[CH:30]=[CH:29][CH:28]=[CH:27][CH:26]=1.C(N(CC)CC)C. (7) The reactants are: [NH:1]([C:8]1[CH:13]=[CH:12][C:11]([OH:14])=[CH:10][CH:9]=1)[C:2]1[CH:7]=[CH:6][CH:5]=[CH:4][CH:3]=1.N1C=CN=C1.[Si:20](Cl)([C:23]([CH3:26])([CH3:25])[CH3:24])([CH3:22])[CH3:21].O. Given the product [Si:20]([O:14][C:11]1[CH:10]=[CH:9][C:8]([NH:1][C:2]2[CH:7]=[CH:6][CH:5]=[CH:4][CH:3]=2)=[CH:13][CH:12]=1)([C:23]([CH3:26])([CH3:25])[CH3:24])([CH3:22])[CH3:21], predict the reactants needed to synthesize it. (8) Given the product [F:1][C:2]([F:20])([F:21])[CH2:3][CH2:4][O:5][CH2:6][CH2:7][CH2:8][CH2:9][CH2:10][CH2:11][OH:12], predict the reactants needed to synthesize it. The reactants are: [F:1][C:2]([F:21])([F:20])[CH2:3][CH2:4][O:5][CH2:6][CH2:7][CH2:8][CH2:9][CH2:10][CH2:11][O:12]CC1C=CC=CC=1.[H][H]. (9) The reactants are: [CH3:1][CH2:2][O:3][C:4]([C:6]1[S:10][C:9](N)=[N:8][CH:7]=1)=[O:5].N([O-])=O.[Na+].[BrH:16]. Given the product [Br:16][C:9]1[S:10][C:6]([C:4]([O:3][CH2:2][CH3:1])=[O:5])=[CH:7][N:8]=1, predict the reactants needed to synthesize it.